This data is from Catalyst prediction with 721,799 reactions and 888 catalyst types from USPTO. The task is: Predict which catalyst facilitates the given reaction. (1) Reactant: [NH2:1][C:2]1[S:6][N:5]=[C:4](/[C:7](=[N:38]/[O:39][C:40]([C:43]([O:45]C(C)(C)C)=[O:44])([CH3:42])[CH3:41])/[C:8]([NH:10][C@@H:11]2[C:36](=[O:37])[N:13]3[C:14]([C:20]([O:22]C(C4C=CC=CC=4)C4C=CC=CC=4)=[O:21])=[C:15]([CH2:18]I)[CH2:16][S:17][C@H:12]23)=[O:9])[N:3]=1.C[Si](C)(C)NC(=O)C.[CH3:58][N:59]1[C:63]([NH:64]C(C2C=CC=CC=2)(C2C=CC=CC=2)C2C=CC=CC=2)=[C:62]([NH:84][C:85]2[C:88](=[O:89])[C:87](=[O:90])[C:86]=2[NH:91][CH2:92][CH2:93][NH:94]C(=O)OC(C)(C)C)[CH:61]=[N:60]1.C(OCC)(=O)C. Product: [NH2:64][C:63]1[N:59]([CH3:58])[N+:60]([CH2:18][C:15]2[CH2:16][S:17][C@@H:12]3[C@H:11]([NH:10][C:8](=[O:9])/[C:7](/[C:4]4[N:3]=[C:2]([NH2:1])[S:6][N:5]=4)=[N:38]\[O:39][C:40]([C:43]([OH:45])=[O:44])([CH3:41])[CH3:42])[C:36](=[O:37])[N:13]3[C:14]=2[C:20]([O-:22])=[O:21])=[CH:61][C:62]=1[NH:84][C:85]1[C:88](=[O:89])[C:87](=[O:90])[C:86]=1[NH:91][CH2:92][CH2:93][NH2:94]. The catalyst class is: 9. (2) Reactant: [Cl:1][C:2]1[CH:8]=[CH:7][C:6]([O:9][CH3:10])=[CH:5][C:3]=1[NH2:4].[C:11](OC(=O)C)(=[O:13])[CH3:12]. Product: [Cl:1][C:2]1[CH:8]=[CH:7][C:6]([O:9][CH3:10])=[CH:5][C:3]=1[NH:4][C:11](=[O:13])[CH3:12]. The catalyst class is: 52.